This data is from Full USPTO retrosynthesis dataset with 1.9M reactions from patents (1976-2016). The task is: Predict the reactants needed to synthesize the given product. (1) The reactants are: [CH2:1]([N:3]1[CH:7]=[C:6]([C:8]2[CH:9]=[C:10]([CH:12]=[CH:13][CH:14]=2)[NH2:11])[C:5]([C:15]2[CH:20]=[CH:19][N:18]=[CH:17][CH:16]=2)=[N:4]1)[CH3:2].[N:21]([C:24]1[CH:29]=[CH:28][C:27]([CH3:30])=[CH:26][CH:25]=1)=[C:22]=[O:23]. Given the product [CH2:1]([N:3]1[CH:7]=[C:6]([C:8]2[CH:9]=[C:10]([NH:11][C:22]([NH:21][C:24]3[CH:29]=[CH:28][C:27]([CH3:30])=[CH:26][CH:25]=3)=[O:23])[CH:12]=[CH:13][CH:14]=2)[C:5]([C:15]2[CH:16]=[CH:17][N:18]=[CH:19][CH:20]=2)=[N:4]1)[CH3:2], predict the reactants needed to synthesize it. (2) Given the product [ClH:33].[CH3:1][NH:2][C:3]1[C:4]2[N:19]=[C:18]([NH:20][CH2:21][CH2:22][CH3:23])[N:17]=[C:16]([NH:24][CH3:25])[C:5]=2[N:6]=[C:7]([N:9]([CH2:13][CH2:14][OH:15])[CH2:10][CH2:11][OH:12])[N:8]=1, predict the reactants needed to synthesize it. The reactants are: [CH3:1][NH:2][C:3]1[C:4]2[N:19]=[C:18]([NH:20][CH2:21][CH2:22][CH3:23])[N:17]=[C:16]([NH:24][CH3:25])[C:5]=2[N:6]=[C:7]([N:9]([CH2:13][CH2:14][OH:15])[CH2:10][CH2:11][OH:12])[N:8]=1.Cl.C(OCC)C.Cl.[Cl:33]C1N=C(NCCC)C2N=C(NC)N=C(NCCC)C=2N=1.